This data is from Catalyst prediction with 721,799 reactions and 888 catalyst types from USPTO. The task is: Predict which catalyst facilitates the given reaction. (1) Product: [CH3:1][O:2][C:3](=[O:14])[CH:4]([S:6][C:7]1[CH:12]=[CH:11][C:10]([B:15]2[O:19][C:18]([CH3:21])([CH3:20])[C:17]([CH3:23])([CH3:22])[O:16]2)=[CH:9][CH:8]=1)[CH3:5]. The catalyst class is: 140. Reactant: [CH3:1][O:2][C:3](=[O:14])[CH:4]([S:6][C:7]1[CH:12]=[CH:11][C:10](Br)=[CH:9][CH:8]=1)[CH3:5].[B:15]1([B:15]2[O:19][C:18]([CH3:21])([CH3:20])[C:17]([CH3:23])([CH3:22])[O:16]2)[O:19][C:18]([CH3:21])([CH3:20])[C:17]([CH3:23])([CH3:22])[O:16]1.C([O-])(=O)C.[K+]. (2) Reactant: Cl.C(N=C=NCCCN(C)C)C.[NH2:13][CH2:14]/[CH:15]=[CH:16]/[C:17]1[CH2:18][C@H:19]2[C:25](=[O:26])[N:24]([CH2:27][O:28][CH2:29][CH2:30][Si:31]([CH3:34])([CH3:33])[CH3:32])[C:23]3[CH:35]=[C:36]([O:41][CH2:42][CH2:43][CH2:44][O:45][C:46]4[C:47]([O:83][CH3:84])=[CH:48][C:49]5[C:55](=[O:56])[N:54]6[CH:57]=[C:58]([C:60]7[CH:65]=[CH:64][C:63]([N:66]8[CH2:71][CH2:70][N:69]([CH3:72])[CH2:68][CH2:67]8)=[CH:62][CH:61]=7)[CH2:59][C@H:53]6[C:52](=[O:73])[N:51]([CH2:74][O:75][CH2:76][CH2:77][Si:78]([CH3:81])([CH3:80])[CH3:79])[C:50]=5[CH:82]=4)[C:37]([O:39][CH3:40])=[CH:38][C:22]=3[C:21](=[O:85])[N:20]2[CH:86]=1.[CH:87]1[C:99]2[CH:98]([CH2:100][O:101][C:102]([NH:104][C@@H:105]([CH:114]([CH3:116])[CH3:115])[C:106]([NH:108][C@@H:109]([CH3:113])[C:110](O)=[O:111])=[O:107])=[O:103])[C:97]3[C:92](=[CH:93][CH:94]=[CH:95][CH:96]=3)[C:91]=2[CH:90]=[CH:89][CH:88]=1. Product: [CH3:40][O:39][C:37]1[C:36]([O:41][CH2:42][CH2:43][CH2:44][O:45][C:46]2[C:47]([O:83][CH3:84])=[CH:48][C:49]3[C:55](=[O:56])[N:54]4[CH:57]=[C:58]([C:60]5[CH:61]=[CH:62][C:63]([N:66]6[CH2:71][CH2:70][N:69]([CH3:72])[CH2:68][CH2:67]6)=[CH:64][CH:65]=5)[CH2:59][C@H:53]4[C:52](=[O:73])[N:51]([CH2:74][O:75][CH2:76][CH2:77][Si:78]([CH3:80])([CH3:79])[CH3:81])[C:50]=3[CH:82]=2)=[CH:35][C:23]2[N:24]([CH2:27][O:28][CH2:29][CH2:30][Si:31]([CH3:33])([CH3:34])[CH3:32])[C:25](=[O:26])[C@@H:19]3[CH2:18][C:17](/[CH:16]=[CH:15]/[CH2:14][NH:13][C:110](=[O:111])[C@@H:109]([NH:108][C:106](=[O:107])[C@@H:105]([NH:104][C:102](=[O:103])[O:101][CH2:100][CH:98]4[C:99]5[CH:87]=[CH:88][CH:89]=[CH:90][C:91]=5[C:92]5[C:97]4=[CH:96][CH:95]=[CH:94][CH:93]=5)[CH:114]([CH3:116])[CH3:115])[CH3:113])=[CH:86][N:20]3[C:21](=[O:85])[C:22]=2[CH:38]=1. The catalyst class is: 4. (3) The catalyst class is: 7. Reactant: O.[OH-].[Na+].[S:4](Cl)([C:7]1[CH:13]=[CH:12][C:10]([CH3:11])=[CH:9][CH:8]=1)(=[O:6])=[O:5].C(O)(=[O:17])C. Product: [CH3:11][C:10]1[CH:9]=[CH:8][C:7]([S:4]([OH:17])(=[O:6])=[O:5])=[CH:13][CH:12]=1.